This data is from Full USPTO retrosynthesis dataset with 1.9M reactions from patents (1976-2016). The task is: Predict the reactants needed to synthesize the given product. (1) Given the product [NH2:12][C@@H:8]([CH2:7][CH:3]1[CH2:4][CH2:5][CH2:6][C:2]1=[O:1])[C:9]([OH:11])=[O:10], predict the reactants needed to synthesize it. The reactants are: [O:1]=[C:2]1[CH2:6][CH2:5][CH2:4][CH:3]1[CH2:7][CH:8]([NH:12]C(N)=O)[C:9]([OH:11])=[O:10].[OH-].[Na+].OP(O)(O)=O. (2) Given the product [OH:22][CH2:21][CH2:20][C:16]1([CH2:15][CH2:14][N:11]2[CH2:12][CH2:13][CH:8]([N:7]([C:4]3[CH:3]=[CH:2][C:1]([CH3:23])=[CH:6][CH:5]=3)[C:29]([C:25]3[O:24][CH:28]=[CH:27][CH:26]=3)=[O:30])[CH2:9][CH2:10]2)[CH2:19][CH2:18][CH2:17]1, predict the reactants needed to synthesize it. The reactants are: [C:1]1([CH3:23])[CH:6]=[CH:5][C:4]([NH:7][CH:8]2[CH2:13][CH2:12][N:11]([CH2:14][CH2:15][C:16]3([CH2:20][CH2:21][OH:22])[CH2:19][CH2:18][CH2:17]3)[CH2:10][CH2:9]2)=[CH:3][CH:2]=1.[O:24]1[CH:28]=[CH:27][CH:26]=[C:25]1[C:29](Cl)=[O:30].[OH-].[K+].[Cl-].[Na+].